This data is from Reaction yield outcomes from USPTO patents with 853,638 reactions. The task is: Predict the reaction yield, written as a fraction of the theoretical maximum amount of product (1.0 means a 100% yield; for example, 0.34 means a 34% yield). (1) The reactants are [N:1]1([CH2:6][CH2:7][C:8]2[N:12]3[CH:13]=[C:14]([O:17][C@H:18]4[C:27]5[C:22](=[CH:23][CH:24]=[CH:25][CH:26]=5)[C@@H:21]([NH2:28])[CH2:20][CH2:19]4)[CH:15]=[CH:16][C:11]3=[N:10][N:9]=2)[CH2:5][CH2:4][CH2:3][CH2:2]1.ClC(Cl)(Cl)C[O:32][C:33](=O)[NH:34][C:35]1[N:36]([C:44]2[CH:49]=[CH:48][C:47]([CH3:50])=[CH:46][CH:45]=2)[N:37]=[C:38]([C:40]([CH3:43])([CH3:42])[CH3:41])[CH:39]=1.CCN(C(C)C)C(C)C. The catalyst is O1CCOCC1. The product is [C:40]([C:38]1[CH:39]=[C:35]([NH:34][C:33]([NH:28][C@@H:21]2[C:22]3[C:27](=[CH:26][CH:25]=[CH:24][CH:23]=3)[C@H:18]([O:17][C:14]3[CH:15]=[CH:16][C:11]4[N:12]([C:8]([CH2:7][CH2:6][N:1]5[CH2:5][CH2:4][CH2:3][CH2:2]5)=[N:9][N:10]=4)[CH:13]=3)[CH2:19][CH2:20]2)=[O:32])[N:36]([C:44]2[CH:49]=[CH:48][C:47]([CH3:50])=[CH:46][CH:45]=2)[N:37]=1)([CH3:43])([CH3:41])[CH3:42]. The yield is 0.170. (2) The reactants are C([O:4]CC=C)C=C.[CH2:8]([C:11]1[CH:16]=[C:15]([CH:17]2[CH2:21][CH2:20][CH2:19][CH2:18]2)[CH:14]=[C:13]([Br:22])[C:12]=1[OH:23])[CH:9]=[CH2:10].ClC1C=C(C=CC=1)C(OO)=O.C(=O)([O-])[O-].[K+].[K+]. The catalyst is C1(C)C=C(C)C=C(C)C=1. The product is [Br:22][C:13]1[C:12]2[O:23][CH:9]([CH2:10][OH:4])[CH2:8][C:11]=2[CH:16]=[C:15]([CH:17]2[CH2:18][CH2:19][CH2:20][CH2:21]2)[CH:14]=1. The yield is 0.530. (3) The reactants are [NH2:1][C:2]1[CH:7]=[CH:6][CH:5]=[CH:4][N:3]=1.[F:8][C:9]([F:16])([F:15])[C:10]([O:12]CC)=O.C(=O)([O-])[O-].[K+].[K+].[Cl:23][C:24]1[CH:29]=[CH:28][C:27]([CH2:30]Cl)=[CH:26][N:25]=1. The catalyst is CN(C)C=O.C1(C)C=CC=CC=1.O.CO. The product is [Cl:23][C:24]1[N:25]=[CH:26][C:27]([CH2:30][N:3]2[CH:4]=[CH:5][CH:6]=[CH:7][C:2]2=[N:1][C:10](=[O:12])[C:9]([F:8])([F:15])[F:16])=[CH:28][CH:29]=1. The yield is 0.812. (4) The reactants are [Cl:1][C:2]1[CH:3]=[C:4]([C:8]2[CH:9]=[CH:10][CH:11]=[C:12]([CH:19]=2)C(N(OC)C)=O)[CH:5]=[CH:6][CH:7]=1.C[Li].[Cl-].[NH4+:23].C([O:27][CH2:28][CH3:29])(=O)C. The catalyst is C1COCC1.CCOCC. The product is [NH2:23][C:11]1[CH:10]=[CH:9][C:8]([C:4]2[CH:5]=[CH:6][CH:7]=[C:2]([Cl:1])[CH:3]=2)=[CH:19][C:12]=1[C:28](=[O:27])[CH3:29]. The yield is 0.470. (5) The reactants are [CH3:1][N:2]1[C:6]([C:7]2[S:11][C:10]([C:12]([OH:14])=O)=[N:9][CH:8]=2)=[CH:5][CH:4]=[N:3]1.C1CN([P+](Br)(N2CCCC2)N2CCCC2)CC1.F[P-](F)(F)(F)(F)F.CCN(C(C)C)C(C)C.[NH2:48][C@@H:49]([CH2:62][C:63]1[CH:68]=[CH:67][CH:66]=[C:65]([F:69])[CH:64]=1)[CH2:50][N:51]1[C:59](=[O:60])[C:58]2[C:53](=[CH:54][CH:55]=[CH:56][CH:57]=2)[C:52]1=[O:61]. The catalyst is C(Cl)(Cl)Cl. The product is [O:61]=[C:52]1[C:53]2[C:58](=[CH:57][CH:56]=[CH:55][CH:54]=2)[C:59](=[O:60])[N:51]1[CH2:50][C@@H:49]([NH:48][C:12]([C:10]1[S:11][C:7]([C:6]2[N:2]([CH3:1])[N:3]=[CH:4][CH:5]=2)=[CH:8][N:9]=1)=[O:14])[CH2:62][C:63]1[CH:68]=[CH:67][CH:66]=[C:65]([F:69])[CH:64]=1. The yield is 0.250.